Dataset: Reaction yield outcomes from USPTO patents with 853,638 reactions. Task: Predict the reaction yield, written as a fraction of the theoretical maximum amount of product (1.0 means a 100% yield; for example, 0.34 means a 34% yield). (1) The product is [Cl:21][C:22]1[CH:27]=[CH:26][CH:25]=[CH:24][C:23]=1[C:28]1[CH:36]=[C:35]([O:37][CH3:38])[CH:34]=[C:30]([C:11]([N:8]2[CH2:7][CH2:6][N:5]([C:1](=[O:4])[CH:2]=[CH2:3])[CH2:10][CH2:9]2)=[O:13])[CH:29]=1. The yield is 0.520. The catalyst is C(Cl)Cl.CN(C=O)C. The reactants are [C:1]([N:5]1[CH2:10][CH2:9][N:8]([C:11]([O:13]C(C)(C)C)=O)[CH2:7][CH2:6]1)(=[O:4])[CH:2]=[CH2:3].Cl.CO.[Cl:21][C:22]1[CH:27]=[CH:26][CH:25]=[CH:24][C:23]=1[C:28]1[CH:29]=[C:30]([CH:34]=[C:35]([O:37][CH3:38])[CH:36]=1)C(O)=O.C1C=CC2N(O)N=NC=2C=1.CCN=C=NCCCN(C)C.Cl.CCN(CC)CC. (2) The product is [Cl:1][C:2]1[CH:3]=[CH:4][C:5]([F:12])=[C:6]([C:7]2[O:8][C:15]([CH2:14][Cl:13])=[N:10][N:9]=2)[CH:11]=1. The reactants are [Cl:1][C:2]1[CH:3]=[CH:4][C:5]([F:12])=[C:6]([CH:11]=1)[C:7]([NH:9][NH2:10])=[O:8].[Cl:13][CH2:14][C:15](OC)(OC)OC. No catalyst specified. The yield is 0.730. (3) The reactants are O[CH:2]=[C:3]1[C:11]2[C:6](=[CH:7][C:8]([C:12]([C:14]3[CH:15]=[C:16]([NH:20][C:21]([C:23]4[N:24]([CH3:29])[N:25]=[C:26]([CH3:28])[CH:27]=4)=[O:22])[CH:17]=[CH:18][CH:19]=3)=[O:13])=[CH:9][CH:10]=2)[NH:5][C:4]1=[O:30].[NH2:31][C:32]1[CH:33]=[C:34]([OH:38])[CH:35]=[CH:36][CH:37]=1. The catalyst is C1COCC1. The product is [OH:38][C:34]1[CH:33]=[C:32]([NH:31][CH:2]=[C:3]2[C:11]3[C:6](=[CH:7][C:8]([C:12]([C:14]4[CH:15]=[C:16]([NH:20][C:21]([C:23]5[N:24]([CH3:29])[N:25]=[C:26]([CH3:28])[CH:27]=5)=[O:22])[CH:17]=[CH:18][CH:19]=4)=[O:13])=[CH:9][CH:10]=3)[NH:5][C:4]2=[O:30])[CH:37]=[CH:36][CH:35]=1. The yield is 0.700. (4) The reactants are [C:1]([C:5]1[CH:6]=[C:7]2[C:11](=[C:12]([C:19]3[CH:24]=[CH:23][CH:22]=[CH:21][CH:20]=3)[C:13]=1[O:14][CH2:15][CH:16]([CH3:18])[CH3:17])[CH2:10][C:9]([CH3:25])=[CH:8]2)([CH3:4])([CH3:3])[CH3:2].C1(C)C=CC=CC=1.[Li]CCCC.[Cl:38][Si:39](Cl)([CH3:41])[CH3:40]. The catalyst is C1COCC1. The product is [C:1]([C:5]1[CH:6]=[C:7]2[C:11]([CH:10]=[C:9]([CH3:25])[CH:8]2[Si:39]([Cl:38])([CH3:41])[CH3:40])=[C:12]([C:19]2[CH:20]=[CH:21][CH:22]=[CH:23][CH:24]=2)[C:13]=1[O:14][CH2:15][CH:16]([CH3:18])[CH3:17])([CH3:2])([CH3:3])[CH3:4]. The yield is 0.990. (5) The reactants are [CH3:1][O:2][C:3]1[CH:8]=[CH:7][CH:6]=[C:5]([CH3:9])[C:4]=1[NH2:10].[Br:11]N1C(=O)CCC1=O. The catalyst is C(#N)C. The product is [Br:11][C:7]1[CH:6]=[C:5]([CH3:9])[C:4]([NH2:10])=[C:3]([O:2][CH3:1])[CH:8]=1. The yield is 0.260. (6) The reactants are [NH:1]1[CH2:6][CH2:5][CH:4]([C:7]2[C:15]3[C:10](=[CH:11][CH:12]=[C:13]([C:16]#[N:17])[CH:14]=3)[NH:9][CH:8]=2)[CH2:3][CH2:2]1.[O:18]([CH2:25][CH2:26][CH2:27]Br)[C:19]1[CH:24]=[CH:23][CH:22]=[CH:21][CH:20]=1.C(N(CC)CC)C. The catalyst is CO. The product is [O:18]([CH2:25][CH2:26][CH2:27][N:1]1[CH2:6][CH2:5][CH:4]([C:7]2[C:15]3[C:10](=[CH:11][CH:12]=[C:13]([C:16]#[N:17])[CH:14]=3)[NH:9][CH:8]=2)[CH2:3][CH2:2]1)[C:19]1[CH:24]=[CH:23][CH:22]=[CH:21][CH:20]=1. The yield is 0.440. (7) The reactants are Br[C:2]1[C:3]([F:28])=[CH:4][C:5]2[O:11][CH2:10][CH2:9][N:8]3[C:12]([CH:18]([C:20]4[C:21]([CH3:26])=[N:22][N:23]([CH3:25])[CH:24]=4)[OH:19])=[C:13]([C:15]([NH2:17])=[O:16])[N:14]=[C:7]3[C:6]=2[CH:27]=1.[CH3:29][C:30]([OH:34])([CH3:33])[C:31]#[CH:32]. No catalyst specified. The product is [CH3:25][N:23]1[CH:24]=[C:20]([CH:18]([OH:19])[C:12]2[N:8]3[CH2:9][CH2:10][O:11][C:5]4[CH:4]=[C:3]([F:28])[C:2]([C:32]#[C:31][C:30]([OH:34])([CH3:33])[CH3:29])=[CH:27][C:6]=4[C:7]3=[N:14][C:13]=2[C:15]([NH2:17])=[O:16])[C:21]([CH3:26])=[N:22]1. The yield is 0.190. (8) The reactants are Br[C:2]1[N:7]=[C:6]([C:8]([F:11])([F:10])[F:9])[C:5]([N+:12]([O-:14])=[O:13])=[CH:4][CH:3]=1.Cl.[CH:16]12[NH:22][CH:19]([CH2:20][CH2:21]1)[CH2:18][CH2:17]2.C(N(CC)CC)C. The catalyst is C(#N)C. The product is [N+:12]([C:5]1[CH:4]=[CH:3][C:2]([N:22]2[CH:16]3[CH2:21][CH2:20][CH:19]2[CH2:18][CH2:17]3)=[N:7][C:6]=1[C:8]([F:11])([F:10])[F:9])([O-:14])=[O:13]. The yield is 0.940. (9) The reactants are C1(P(C2C=CC=CC=2)C2C=CC=CC=2)C=CC=CC=1.N(C(OCC)=O)=NC(OCC)=O.[C:32]([O:36][CH2:37][CH3:38])(=[O:35])[CH2:33][OH:34].[CH3:39][C:40]([CH3:47])([CH3:46])[C:41](=O)[CH2:42][C:43]#[N:44]. No catalyst specified. The product is [CH3:39][C:40]([CH3:47])([CH3:46])/[C:41](/[O:34][CH2:33][C:32]([O:36][CH2:37][CH3:38])=[O:35])=[CH:42]/[C:43]#[N:44]. The yield is 0.800.